From a dataset of Forward reaction prediction with 1.9M reactions from USPTO patents (1976-2016). Predict the product of the given reaction. Given the reactants B(Br)(Br)Br.[F:5][C:6]1[CH:7]=[C:8]([S:13][C:14]2[CH:15]=[C:16]3[C:24]([NH:25][C:26](=[O:47])[C:27]4[CH:32]=[CH:31][C:30]([N:33]5[CH2:38][CH2:37][N:36]([CH3:39])[CH2:35][CH2:34]5)=[CH:29][C:28]=4[NH:40][CH:41]4[CH2:46][CH2:45][O:44][CH2:43][CH2:42]4)=[N:23][NH:22][C:17]3=[N:18][C:19]=2[O:20]C)[CH:9]=[C:10]([F:12])[CH:11]=1.CO, predict the reaction product. The product is: [F:5][C:6]1[CH:7]=[C:8]([S:13][C:14]2[CH:15]=[C:16]3[C:24]([NH:25][C:26](=[O:47])[C:27]4[CH:32]=[CH:31][C:30]([N:33]5[CH2:38][CH2:37][N:36]([CH3:39])[CH2:35][CH2:34]5)=[CH:29][C:28]=4[NH:40][CH:41]4[CH2:42][CH2:43][O:44][CH2:45][CH2:46]4)=[N:23][NH:22][C:17]3=[N:18][C:19]=2[OH:20])[CH:9]=[C:10]([F:12])[CH:11]=1.